Task: Regression. Given a peptide amino acid sequence and an MHC pseudo amino acid sequence, predict their binding affinity value. This is MHC class II binding data.. Dataset: Peptide-MHC class II binding affinity with 134,281 pairs from IEDB The peptide sequence is EFVTLAAKFIIEEDS. The MHC is HLA-DPA10103-DPB10401 with pseudo-sequence HLA-DPA10103-DPB10401. The binding affinity (normalized) is 0.576.